Task: Predict the reaction yield, written as a fraction of the theoretical maximum amount of product (1.0 means a 100% yield; for example, 0.34 means a 34% yield).. Dataset: Reaction yield outcomes from USPTO patents with 853,638 reactions (1) The reactants are [C:1]([O:9]CC)(=[O:8])[CH2:2][C:3](OCC)=O.[H-].[Na+].ClC[C:16]1[CH:17]=[N:18][O:19][C:20]=1[C:21]1[CH:26]=[CH:25][C:24]([F:27])=[CH:23][C:22]=1[F:28].Cl. The catalyst is O1CCCC1. The product is [F:28][C:22]1[CH:23]=[C:24]([F:27])[CH:25]=[CH:26][C:21]=1[C:20]1[O:19][N:18]=[CH:17][C:16]=1[CH2:3][CH2:2][C:1]([OH:9])=[O:8]. The yield is 0.870. (2) The reactants are [C:1]([C:4]1[CH:5]=[C:6]2[C:11](=[CH:12][C:13]=1[O:14][CH3:15])[N:10]=[CH:9][CH:8]=[C:7]2[O:16][C:17]1[CH:22]=[CH:21][C:20]([NH:23][C:24](=O)[O:25]C2C=CC=CC=2)=[C:19]([Cl:33])[CH:18]=1)(=[O:3])[NH2:2].[CH:34]1([NH2:37])[CH2:36][CH2:35]1.O. The yield is 0.802. The product is [Cl:33][C:19]1[CH:18]=[C:17]([CH:22]=[CH:21][C:20]=1[NH:23][C:24]([NH:37][CH:34]1[CH2:36][CH2:35]1)=[O:25])[O:16][C:7]1[C:6]2[C:11](=[CH:12][C:13]([O:14][CH3:15])=[C:4]([C:1]([NH2:2])=[O:3])[CH:5]=2)[N:10]=[CH:9][CH:8]=1. The catalyst is CN(C)C=O.